Dataset: Catalyst prediction with 721,799 reactions and 888 catalyst types from USPTO. Task: Predict which catalyst facilitates the given reaction. Reactant: [C:1]([O:5][C:6]([NH:8][CH2:9][CH2:10][C:11]([N:13]([CH2:25]C(O)=O)[CH2:14][CH2:15][C:16]1[CH:21]=[CH:20][C:19]([N+:22]([O-:24])=[O:23])=[CH:18][CH:17]=1)=O)=[O:7])([CH3:4])([CH3:3])[CH3:2].[C:29]([C:35]([O:37][CH3:38])=[O:36])#[C:30][C:31]([O:33][CH3:34])=[O:32]. Product: [CH3:34][O:33][C:31]([C:30]1[C:29]([C:35]([O:37][CH3:38])=[O:36])=[CH:25][N:13]([CH2:14][CH2:15][C:16]2[CH:17]=[CH:18][C:19]([N+:22]([O-:24])=[O:23])=[CH:20][CH:21]=2)[C:11]=1[CH2:10][CH2:9][NH:8][C:6]([O:5][C:1]([CH3:4])([CH3:3])[CH3:2])=[O:7])=[O:32]. The catalyst class is: 152.